The task is: Predict which catalyst facilitates the given reaction.. This data is from Catalyst prediction with 721,799 reactions and 888 catalyst types from USPTO. (1) Reactant: Br[C:2]1[N:3]=[C:4]2[N:11]([CH2:12][CH2:13][N:14]3[CH2:19][CH2:18][O:17][CH2:16][CH2:15]3)[CH2:10][C:9](=[O:20])[NH:8][C:5]2=[N:6][CH:7]=1.BrC1C(N[C:30](=[O:33])[CH2:31]I)=NC=C(Br)N=1.C(N([CH:40]([CH3:42])[CH3:41])CC)(C)C.O1CCN(CCN)C[CH2:44]1.[C:52](#[N:54])[CH3:53]. Product: [OH:33][C:30]([C:42]1[N:54]=[CH:52][C:53]([C:2]2[N:3]=[C:4]3[N:11]([CH2:12][CH2:13][N:14]4[CH2:19][CH2:18][O:17][CH2:16][CH2:15]4)[CH2:10][C:9](=[O:20])[NH:8][C:5]3=[N:6][CH:7]=2)=[CH:41][CH:40]=1)([CH3:44])[CH3:31]. The catalyst class is: 370. (2) Reactant: Br[C:2]1[C:10]2[C:5](=[N:6][C:7]([CH3:22])=[CH:8][C:9]=2[NH:11][S:12]([C:15]2[CH:20]=[CH:19][CH:18]=[C:17]([Cl:21])[CH:16]=2)(=[O:14])=[O:13])[S:4][C:3]=1[CH3:23].[N:24]1[CH:29]=[CH:28][CH:27]=[C:26](B(O)O)[CH:25]=1.C(=O)([O-])[O-].[K+].[K+].C(OCC)(=O)C. Product: [Cl:21][C:17]1[CH:16]=[C:15]([S:12]([NH:11][C:9]2[CH:8]=[C:7]([CH3:22])[N:6]=[C:5]3[S:4][C:3]([CH3:23])=[C:2]([C:26]4[CH:25]=[N:24][CH:29]=[CH:28][CH:27]=4)[C:10]=23)(=[O:14])=[O:13])[CH:20]=[CH:19][CH:18]=1. The catalyst class is: 70. (3) Reactant: [F:1][C:2]([F:44])([F:43])[CH2:3][CH2:4][CH:5]([NH:23][C:24]1[CH:42]=[CH:41][C:27]([C:28]([N:30]2[CH2:35][CH2:34][CH2:33][C@@H:32]([C:36]([O:38]CC)=[O:37])[CH2:31]2)=[O:29])=[CH:26][CH:25]=1)[C:6]1[CH:11]=[CH:10][C:9]([C:12]2[CH:17]=[CH:16][C:15]([C:18]([F:21])([F:20])[F:19])=[CH:14][N:13]=2)=[CH:8][C:7]=1[CH3:22].C(O)C.[OH-].[Na+].Cl. Product: [F:44][C:2]([F:1])([F:43])[CH2:3][CH2:4][CH:5]([NH:23][C:24]1[CH:25]=[CH:26][C:27]([C:28]([N:30]2[CH2:35][CH2:34][CH2:33][C@@H:32]([C:36]([OH:38])=[O:37])[CH2:31]2)=[O:29])=[CH:41][CH:42]=1)[C:6]1[CH:11]=[CH:10][C:9]([C:12]2[CH:17]=[CH:16][C:15]([C:18]([F:19])([F:20])[F:21])=[CH:14][N:13]=2)=[CH:8][C:7]=1[CH3:22]. The catalyst class is: 7. (4) Reactant: O=[C:2]([CH2:9][CH2:10][CH3:11])[CH2:3][C:4]([O:6][CH2:7][CH3:8])=[O:5].[F:12][C:13]([F:22])([F:21])[C:14]1[CH:15]=[C:16]([CH:18]=[CH:19][CH:20]=1)[NH2:17].C(O)(=O)C.S([O-])([O-])(=O)=O.[Mg+2]. Product: [F:12][C:13]([F:21])([F:22])[C:14]1[CH:15]=[C:16]([NH:17][C:2]([CH2:9][CH2:10][CH3:11])=[CH:3][C:4]([O:6][CH2:7][CH3:8])=[O:5])[CH:18]=[CH:19][CH:20]=1. The catalyst class is: 8. (5) Reactant: [CH3:1][N:2]([CH3:15])[CH:3]1[CH2:11][C:10]2[C:5](=[CH:6][CH:7]=[C:8]([N+:12]([O-])=O)[CH:9]=2)[CH2:4]1.[H][H]. Product: [NH2:12][C:8]1[CH:9]=[C:10]2[C:5](=[CH:6][CH:7]=1)[CH2:4][CH:3]([N:2]([CH3:15])[CH3:1])[CH2:11]2. The catalyst class is: 19.